Dataset: Reaction yield outcomes from USPTO patents with 853,638 reactions. Task: Predict the reaction yield, written as a fraction of the theoretical maximum amount of product (1.0 means a 100% yield; for example, 0.34 means a 34% yield). The reactants are [Cl:1][C:2]1[CH:18]=[CH:17][C:5]([O:6][C:7]2[CH:16]=[CH:15][C:10]([C:11]([O:13]C)=[O:12])=[CH:9][CH:8]=2)=[C:4]([N+:19]([O-:21])=[O:20])[CH:3]=1.[Li+].[OH-].Cl. The catalyst is CO. The product is [Cl:1][C:2]1[CH:18]=[CH:17][C:5]([O:6][C:7]2[CH:8]=[CH:9][C:10]([C:11]([OH:13])=[O:12])=[CH:15][CH:16]=2)=[C:4]([N+:19]([O-:21])=[O:20])[CH:3]=1. The yield is 1.00.